This data is from Full USPTO retrosynthesis dataset with 1.9M reactions from patents (1976-2016). The task is: Predict the reactants needed to synthesize the given product. (1) Given the product [NH2:22][C:12]1[N:11]([C:5]2[CH:6]=[CH:7][C:8]([O:9][CH3:10])=[C:3]([O:2][CH3:1])[CH:4]=2)[C:23](=[O:26])[CH:24]=[CH:25][C:13]=1[C:14](=[O:21])[C:15]1[CH:20]=[CH:19][CH:18]=[CH:17][CH:16]=1, predict the reactants needed to synthesize it. The reactants are: [CH3:1][O:2][C:3]1[CH:4]=[C:5]([NH:11][C:12](=[NH:22])[CH2:13][C:14](=[O:21])[C:15]2[CH:20]=[CH:19][CH:18]=[CH:17][CH:16]=2)[CH:6]=[CH:7][C:8]=1[O:9][CH3:10].[C:23](OC)(=[O:26])[C:24]#[CH:25]. (2) Given the product [CH3:25][O:24][C:16]1[CH:15]=[C:14]([NH:11][C:12]([NH:10][CH2:9][CH2:8][CH2:7][N:6]2[C:2]([CH3:1])=[CH:3][N:4]=[CH:5]2)=[S:13])[CH:19]=[C:18]([O:20][CH3:21])[C:17]=1[O:22][CH3:23], predict the reactants needed to synthesize it. The reactants are: [CH3:1][C:2]1[N:6]([CH2:7][CH2:8][CH2:9][NH2:10])[CH:5]=[N:4][CH:3]=1.[N:11]([C:14]1[CH:15]=[C:16]([O:24][CH3:25])[C:17]([O:22][CH3:23])=[C:18]([O:20][CH3:21])[CH:19]=1)=[C:12]=[S:13]. (3) Given the product [CH3:1][O:2][C:3]1[CH:4]=[C:5]2[C:6](=[CH:7][C:8]=1[O:9][CH3:10])[C:14](=[CH:15][C:16](=[O:19])[CH2:17][CH3:18])[NH:13][CH2:12][CH2:11]2, predict the reactants needed to synthesize it. The reactants are: [CH3:1][O:2][C:3]1[CH:4]=[C:5]([CH2:11][CH2:12][NH:13][C:14](=O)[CH2:15][C:16](=[O:19])[CH2:17][CH3:18])[CH:6]=[CH:7][C:8]=1[O:9][CH3:10].O=P12OP3(OP(OP(O3)(O1)=O)(=O)O2)=O.C(=O)([O-])[O-].[K+].[K+]. (4) Given the product [C:24]([CH:22]([NH:23][C:2]1[C:11]([C:12]([OH:14])=[O:13])=[CH:10][C:9]2[C:4](=[CH:5][CH:6]=[C:7]([Cl:15])[CH:8]=2)[N:3]=1)[CH2:21][C:20]1[CH:27]=[CH:28][CH:29]=[C:18]([O:17][CH3:16])[CH:19]=1)([OH:26])=[O:25], predict the reactants needed to synthesize it. The reactants are: Cl[C:2]1[C:11]([C:12]([OH:14])=[O:13])=[CH:10][C:9]2[C:4](=[CH:5][CH:6]=[C:7]([Cl:15])[CH:8]=2)[N:3]=1.[CH3:16][O:17][C:18]1[CH:19]=[C:20]([CH:27]=[CH:28][CH:29]=1)[CH2:21][CH:22]([C:24]([OH:26])=[O:25])[NH2:23]. (5) The reactants are: [C:1]([O:5][C:6]([N:8]1[CH2:12][CH2:11][CH2:10][C@H:9]1[CH2:13][CH:14]=O)=[O:7])([CH3:4])([CH3:3])[CH3:2].[C:16](=O)([O-])[O-].[K+].[K+].CC(C)C(=O)C(P(=O)([O-])[O-])=[N+]=[N-]. Given the product [C:1]([O:5][C:6]([N:8]1[CH2:12][CH2:11][CH2:10][C@H:9]1[CH2:13][C:14]#[CH:16])=[O:7])([CH3:4])([CH3:3])[CH3:2], predict the reactants needed to synthesize it. (6) Given the product [O:11]1[C:12]2[CH:17]=[CH:16][CH:15]=[CH:14][C:13]=2[N:8]([CH2:7][CH2:6][O:5][C:35]2[CH:34]=[CH:33][C:32]([CH2:31][CH:25]([OH:24])[C:26]([O:28][CH2:29][CH3:30])=[O:27])=[CH:37][CH:36]=2)[CH2:9][CH2:10]1, predict the reactants needed to synthesize it. The reactants are: CS([O:5][CH2:6][CH2:7][N:8]1[C:13]2[CH:14]=[CH:15][CH:16]=[CH:17][C:12]=2[O:11][CH2:10][CH2:9]1)(=O)=O.C(=O)([O-])[O-].[K+].[K+].[OH:24][CH:25]([CH2:31][C:32]1[CH:37]=[CH:36][C:35](O)=[CH:34][CH:33]=1)[C:26]([O:28][CH2:29][CH3:30])=[O:27]. (7) Given the product [C:10]([C:14]1[N:19]=[C:18]([O:20][C:21]2[C:22]([CH3:29])=[CH:23][C:24]([CH3:28])=[CH:25][C:26]=2[CH3:27])[C:17]([C:30]([NH:43][S:40]([C:38]2[CH:37]=[CH:36][CH:35]=[C:34]([F:33])[N:39]=2)(=[O:41])=[O:42])=[O:31])=[CH:16][CH:15]=1)([CH3:13])([CH3:11])[CH3:12], predict the reactants needed to synthesize it. The reactants are: C(N(C(C)C)C(C)C)C.[C:10]([C:14]1[N:19]=[C:18]([O:20][C:21]2[C:26]([CH3:27])=[CH:25][C:24]([CH3:28])=[CH:23][C:22]=2[CH3:29])[C:17]([C:30](O)=[O:31])=[CH:16][CH:15]=1)([CH3:13])([CH3:12])[CH3:11].[F:33][C:34]1[N:39]=[C:38]([S:40]([NH2:43])(=[O:42])=[O:41])[CH:37]=[CH:36][CH:35]=1.CN(C(ON1N=NC2C=CC=NC1=2)=[N+](C)C)C.F[P-](F)(F)(F)(F)F. (8) Given the product [CH:1]1([CH2:5][O:6][C:7]2[N:12]=[C:11]([O:37][C:38]3[CH:39]=[N:40][C:41]([F:44])=[CH:42][CH:43]=3)[C:10]([C:17]3[CH:22]=[CH:21][C:20]([Cl:23])=[CH:19][CH:18]=3)=[C:9]([C:24]3[CH:29]=[CH:28][C:27]([Cl:30])=[CH:26][C:25]=3[Cl:31])[N:8]=2)[CH2:4][CH2:3][CH2:2]1, predict the reactants needed to synthesize it. The reactants are: [CH:1]1([CH2:5][O:6][C:7]2[N:12]=[C:11](S(C)(=O)=O)[C:10]([C:17]3[CH:22]=[CH:21][C:20]([Cl:23])=[CH:19][CH:18]=3)=[C:9]([C:24]3[CH:29]=[CH:28][C:27]([Cl:30])=[CH:26][C:25]=3[Cl:31])[N:8]=2)[CH2:4][CH2:3][CH2:2]1.C([Li])CCC.[OH:37][C:38]1[CH:39]=[N:40][C:41]([F:44])=[CH:42][CH:43]=1. (9) The reactants are: ClC1C=C(C=C(F)C=1)N[C:6]1[C:15]2[C:10](=CC(F)=C([N+]([O-])=O)[CH:14]=2)N=CN=1.N1(CCCO)CCOCC1.[C:34]([OH:38])([CH3:37])([CH3:36])[CH3:35]. Given the product [C:34]([O:38][C:15]([CH3:14])([CH3:6])[CH3:10])([CH3:37])([CH3:36])[CH3:35], predict the reactants needed to synthesize it. (10) Given the product [CH3:1][C:2]1[C:6]([CH3:7])=[C:5]([NH:8][C:9]([N:31]2[CH2:32][CH2:33][N:28]([C:24]3[CH:25]=[CH:26][CH:27]=[C:22]([C:19]4[CH:20]=[CH:21][S:17][CH:18]=4)[CH:23]=3)[CH2:29][CH2:30]2)=[O:16])[O:4][N:3]=1, predict the reactants needed to synthesize it. The reactants are: [CH3:1][C:2]1[C:6]([CH3:7])=[C:5]([NH:8][C:9](=[O:16])OCC(Cl)(Cl)Cl)[O:4][N:3]=1.[S:17]1[CH:21]=[CH:20][C:19]([C:22]2[CH:23]=[C:24]([N:28]3[CH2:33][CH2:32][NH:31][CH2:30][CH2:29]3)[CH:25]=[CH:26][CH:27]=2)=[CH:18]1.C(N(C(C)C)CC)(C)C.O.